From a dataset of Reaction yield outcomes from USPTO patents with 853,638 reactions. Predict the reaction yield, written as a fraction of the theoretical maximum amount of product (1.0 means a 100% yield; for example, 0.34 means a 34% yield). The reactants are C(N(CC)CC)C.[CH2:8]([N:10]=[C:11]=[O:12])[CH3:9].C[O:14][C:15]([C:17]1[NH:18][CH:19]=[C:20]([C:28]2[CH:33]=[CH:32][C:31]([F:34])=[CH:30][CH:29]=2)[C:21]=1[C:22]1[CH:27]=[CH:26][N:25]=[CH:24][CH:23]=1)=O. The catalyst is C(Cl)Cl.C(OCC)(=O)C. The product is [CH2:8]([N:10]1[C:15](=[O:14])[C:17]2=[C:21]([C:22]3[CH:23]=[CH:24][N:25]=[CH:26][CH:27]=3)[C:20]([C:28]3[CH:29]=[CH:30][C:31]([F:34])=[CH:32][CH:33]=3)=[CH:19][N:18]2[C:11]1=[O:12])[CH3:9]. The yield is 0.740.